Dataset: Catalyst prediction with 721,799 reactions and 888 catalyst types from USPTO. Task: Predict which catalyst facilitates the given reaction. Reactant: FC(F)(F)C(O)=O.[CH3:8][O:9][C:10]([C@H:12]1[CH2:17][NH:16][CH2:15][CH2:14][N:13]1[CH2:18][C:19]1[CH:24]=[CH:23][C:22]([Cl:25])=[CH:21][CH:20]=1)=[O:11].[C:26]([O:30][C:31]([NH:33][C@@H:34]([CH:38]([CH3:40])[CH3:39])[C:35](O)=[O:36])=[O:32])([CH3:29])([CH3:28])[CH3:27].CCN(C(C)C)C(C)C.CN(C(ON1N=NC2C=CC=CC1=2)=[N+](C)C)C.F[P-](F)(F)(F)(F)F. Product: [CH3:8][O:9][C:10]([C@H:12]1[CH2:17][N:16]([C:35](=[O:36])[C@@H:34]([NH:33][C:31]([O:30][C:26]([CH3:27])([CH3:29])[CH3:28])=[O:32])[CH:38]([CH3:40])[CH3:39])[CH2:15][CH2:14][N:13]1[CH2:18][C:19]1[CH:24]=[CH:23][C:22]([Cl:25])=[CH:21][CH:20]=1)=[O:11]. The catalyst class is: 31.